From a dataset of Catalyst prediction with 721,799 reactions and 888 catalyst types from USPTO. Predict which catalyst facilitates the given reaction. (1) Reactant: [Br:1][C:2]1[CH:3]=[C:4]([C@:8]2([CH2:27][F:28])[CH2:13][C@@H:12]([C:14]([F:17])([F:16])[F:15])[O:11][C:10]([NH:18]C(=O)C3C=CC=CC=3)=[N:9]2)[CH:5]=[CH:6][CH:7]=1.N1CCCN2CCCCCC=12. Product: [Br:1][C:2]1[CH:3]=[C:4]([C@:8]2([CH2:27][F:28])[CH2:13][C@@H:12]([C:14]([F:17])([F:16])[F:15])[O:11][C:10]([NH2:18])=[N:9]2)[CH:5]=[CH:6][CH:7]=1. The catalyst class is: 5. (2) The catalyst class is: 92. Product: [F:1][C:2]1[CH:15]=[CH:14][C:5]([O:6][CH2:7][C:8]([OH:10])=[O:9])=[C:4]([CH3:16])[C:3]=1[NH:17][CH2:18][C:19]1[CH:24]=[C:23]([OH:25])[CH:22]=[C:21]([C:26]2[CH:31]=[CH:30][CH:29]=[C:28]([F:32])[CH:27]=2)[CH:20]=1. Reactant: [F:1][C:2]1[CH:15]=[CH:14][C:5]([O:6][CH2:7][C:8]([O:10]C(C)C)=[O:9])=[C:4]([CH3:16])[C:3]=1[NH:17][CH2:18][C:19]1[CH:24]=[C:23]([OH:25])[CH:22]=[C:21]([C:26]2[CH:31]=[CH:30][CH:29]=[C:28]([F:32])[CH:27]=2)[CH:20]=1.[OH-].[Na+]. (3) The catalyst class is: 10. Reactant: [CH2:1]([O:3][C:4](=[O:15])[CH2:5][CH2:6][C:7]1[CH:12]=[C:11]([C:13]#[N:14])[CH:10]=[CH:9][N:8]=1)[CH3:2].Br[CH2:17][C:18](=O)[CH3:19].C(=O)([O-])O.[Na+]. Product: [CH2:1]([O:3][C:4](=[O:15])[CH2:5][C:6]1[C:18]([CH3:19])=[CH:17][N:8]2[C:7]=1[CH:12]=[C:11]([C:13]#[N:14])[CH:10]=[CH:9]2)[CH3:2]. (4) Reactant: [OH:1][C@@:2]12[CH2:21][C@@H:20]([O:22][C@H:23]3[C@@H:28]4[O:29][C:30]([CH3:33])([CH3:32])[O:31][C@@H:27]4[C@@H:26]([O:34][CH2:35][O:36][CH3:37])[C@H:25]([CH3:38])[O:24]3)[CH2:19][C@H:12]3[O:13][C:14]([CH3:18])([CH3:17])[O:15][CH2:16][C@@:11]13[CH:10]1[CH:5]([C@@:6]3([OH:49])[CH2:45][CH2:44][C@H:43]([CH:46]=[O:47])[C@@:7]3([CH3:48])[CH2:8][C@H:9]1[O:39][CH2:40][O:41][CH3:42])[CH2:4][CH2:3]2.[C:50]([Mg]Br)#[CH:51]. Product: [OH:47][CH:46]([C@@H:43]1[C@@:7]2([CH3:48])[CH2:8][C@@H:9]([O:39][CH2:40][O:41][CH3:42])[CH:10]3[C@:11]45[C@@:2]([OH:1])([CH2:21][C@@H:20]([O:22][C@H:23]6[C@@H:28]7[O:29][C:30]([CH3:33])([CH3:32])[O:31][C@@H:27]7[C@@H:26]([O:34][CH2:35][O:36][CH3:37])[C@H:25]([CH3:38])[O:24]6)[CH2:19][C@H:12]4[O:13][C:14]([CH3:18])([CH3:17])[O:15][CH2:16]5)[CH2:3][CH2:4][CH:5]3[C@@:6]2([OH:49])[CH2:45][CH2:44]1)[C:50]#[CH:51]. The catalyst class is: 1. (5) Reactant: C(OC([N:8]1[CH2:13][CH2:12][N:11]([C:14]2[CH:19]=[CH:18][C:17]([N:20]3[CH2:25][C@H:24]([CH3:26])[O:23][C@H:22]([CH3:27])[CH2:21]3)=[CH:16][C:15]=2[CH:28]2[CH2:33][CH2:32][C:31]([CH3:35])([CH3:34])[CH2:30][CH2:29]2)[CH2:10][CH2:9]1)=O)(C)(C)C.C(OCC)(=O)C.Cl.C(=O)([O-])[O-].[Na+].[Na+]. Product: [CH3:34][C:31]1([CH3:35])[CH2:30][CH2:29][CH:28]([C:15]2[CH:16]=[C:17]([N:20]3[CH2:25][C@H:24]([CH3:26])[O:23][C@H:22]([CH3:27])[CH2:21]3)[CH:18]=[CH:19][C:14]=2[N:11]2[CH2:10][CH2:9][NH:8][CH2:13][CH2:12]2)[CH2:33][CH2:32]1. The catalyst class is: 229. (6) Reactant: [CH:1]1([C:6]#[N:7])[CH2:5][CH2:4][CH2:3][CH2:2]1.[Li+].C[Si]([N-][Si](C)(C)C)(C)C.[Cl:18][CH2:19][CH2:20][CH2:21]I. Product: [Cl:18][CH2:19][CH2:20][CH2:21][C:1]1([C:6]#[N:7])[CH2:5][CH2:4][CH2:3][CH2:2]1. The catalyst class is: 1. (7) The catalyst class is: 16. Product: [F:17][C:18]1[CH:23]=[C:22]([C:24]2([CH3:27])[CH2:25][CH2:26]2)[CH:21]=[CH:20][C:19]=1[C@@H:28]([NH:30][C:2]1[N:7]=[C:6]([N:8]2[C@@H:12]([CH:13]([CH3:15])[CH3:14])[CH2:11][O:10][C:9]2=[O:16])[CH:5]=[CH:4][N:3]=1)[CH3:29]. Reactant: Cl[C:2]1[N:7]=[C:6]([N:8]2[C@@H:12]([CH:13]([CH3:15])[CH3:14])[CH2:11][O:10][C:9]2=[O:16])[CH:5]=[CH:4][N:3]=1.[F:17][C:18]1[CH:23]=[C:22]([C:24]2([CH3:27])[CH2:26][CH2:25]2)[CH:21]=[CH:20][C:19]=1[C@@H:28]([NH2:30])[CH3:29].CCN(C(C)C)C(C)C.C(O)(C(F)(F)F)=O. (8) Product: [CH:3]([C:6]1[CH:7]=[CH:8][C:9]([CH:12]2[C:16]3([CH2:21][CH2:20][N:19]([CH3:22])[CH2:18][CH2:17]3)[O:15][C:14]3[C:23]([CH3:30])=[C:24]([CH3:29])[C:25]([O:28][CH2:37][C:36]4[CH:39]=[CH:40][C:33]([O:32][CH3:31])=[CH:34][CH:35]=4)=[C:26]([CH3:27])[C:13]2=3)=[CH:10][CH:11]=1)([CH3:5])[CH3:4]. Reactant: [H-].[Na+].[CH:3]([C:6]1[CH:11]=[CH:10][C:9]([CH:12]2[C:16]3([CH2:21][CH2:20][N:19]([CH3:22])[CH2:18][CH2:17]3)[O:15][C:14]3[C:23]([CH3:30])=[C:24]([CH3:29])[C:25]([OH:28])=[C:26]([CH3:27])[C:13]2=3)=[CH:8][CH:7]=1)([CH3:5])[CH3:4].[CH3:31][O:32][C:33]1[CH:40]=[CH:39][C:36]([CH2:37]Cl)=[CH:35][CH:34]=1.O. The catalyst class is: 9.